From a dataset of NCI-60 drug combinations with 297,098 pairs across 59 cell lines. Regression. Given two drug SMILES strings and cell line genomic features, predict the synergy score measuring deviation from expected non-interaction effect. Drug 2: C1=CC=C(C(=C1)C(C2=CC=C(C=C2)Cl)C(Cl)Cl)Cl. Synergy scores: CSS=4.70, Synergy_ZIP=0.0371, Synergy_Bliss=3.59, Synergy_Loewe=2.22, Synergy_HSA=2.64. Drug 1: CC1=C(C=C(C=C1)NC2=NC=CC(=N2)N(C)C3=CC4=NN(C(=C4C=C3)C)C)S(=O)(=O)N.Cl. Cell line: SF-295.